This data is from Reaction yield outcomes from USPTO patents with 853,638 reactions. The task is: Predict the reaction yield, written as a fraction of the theoretical maximum amount of product (1.0 means a 100% yield; for example, 0.34 means a 34% yield). (1) The reactants are [CH3:1][C:2](=O)[C@@H:3]1[C@:20]2([CH3:21])[C@H:6]([C@H:7]3[C@H:17]([CH2:18][CH2:19]2)[C@:15]2([CH3:16])[C@H:10]([CH2:11][CH2:12][CH2:13][CH2:14]2)[CH2:9][CH2:8]3)[CH2:5][CH2:4]1.C(O)C.[NH2:26][OH:27].C([O-])(=O)C.[Na+]. The catalyst is ClCCl.O. The product is [CH3:1][C:2](=[N:26][OH:27])[C@@H:3]1[C@:20]2([CH3:21])[C@H:6]([C@H:7]3[C@H:17]([CH2:18][CH2:19]2)[C@:15]2([CH3:16])[C@H:10]([CH2:11][CH2:12][CH2:13][CH2:14]2)[CH2:9][CH2:8]3)[CH2:5][CH2:4]1. The yield is 1.00. (2) The reactants are [NH2:1][C:2]1[C:3]([N+:18]([O-])=O)=[C:4]([CH:9]=[C:10]([N:12]2[CH2:17][CH2:16][O:15][CH2:14][CH2:13]2)[CH:11]=1)[C:5]([O:7][CH3:8])=[O:6]. The catalyst is CO.[Pd]. The product is [NH2:18][C:3]1[C:2]([NH2:1])=[CH:11][C:10]([N:12]2[CH2:17][CH2:16][O:15][CH2:14][CH2:13]2)=[CH:9][C:4]=1[C:5]([O:7][CH3:8])=[O:6]. The yield is 0.960. (3) The reactants are Br[CH2:2][C:3]1[O:7][C:6]([CH:8]=[O:9])=[CH:5][CH:4]=1.[CH3:10][N:11]1[CH2:16][CH2:15][NH:14][CH2:13][CH2:12]1. The catalyst is O1CCOCC1. The product is [CH3:10][N:11]1[CH2:16][CH2:15][N:14]([CH2:2][C:3]2[O:7][C:6]([CH:8]=[O:9])=[CH:5][CH:4]=2)[CH2:13][CH2:12]1. The yield is 0.550. (4) The reactants are COC1C=CC(C[N:8](CC2C=CC(OC)=CC=2)[C:9]2[N:14]=[C:13]([C:15]3[C:16]([NH:33][C:34]4[CH:35]=[N:36][C:37]([O:40][CH3:41])=[CH:38][CH:39]=4)=[N:17][CH:18]=[C:19]([CH:21]([N:23]4[CH2:28][CH2:27][N:26]([S:29]([CH3:32])(=[O:31])=[O:30])[CH2:25][CH2:24]4)[CH3:22])[CH:20]=3)[N:12]=[C:11]([CH3:42])[N:10]=2)=CC=1.FC(F)(F)C(O)=O. No catalyst specified. The product is [CH3:41][O:40][C:37]1[N:36]=[CH:35][C:34]([NH:33][C:16]2[C:15]([C:13]3[N:12]=[C:11]([CH3:42])[N:10]=[C:9]([NH2:8])[N:14]=3)=[CH:20][C:19]([CH:21]([N:23]3[CH2:28][CH2:27][N:26]([S:29]([CH3:32])(=[O:30])=[O:31])[CH2:25][CH2:24]3)[CH3:22])=[CH:18][N:17]=2)=[CH:39][CH:38]=1. The yield is 0.720.